The task is: Predict the reactants needed to synthesize the given product.. This data is from Full USPTO retrosynthesis dataset with 1.9M reactions from patents (1976-2016). (1) Given the product [Cl:7][C:8]1[CH:13]=[CH:12][CH:11]=[CH:10][C:9]=1[N:14]1[C:19](=[O:20])[C:18]2[S:21][CH:22]=[CH:23][C:17]=2[N:16]=[C:15]1[CH:24]=[O:2], predict the reactants needed to synthesize it. The reactants are: I([O-])(=O)(=O)=[O:2].[Na+].[Cl:7][C:8]1[CH:13]=[CH:12][CH:11]=[CH:10][C:9]=1[N:14]1[C:19](=[O:20])[C:18]2[S:21][CH:22]=[CH:23][C:17]=2[N:16]=[C:15]1[CH:24]=CN(C)C. (2) Given the product [F:1][C:2]1[CH:7]=[CH:6][C:5]([C:8]2[NH:9][CH:10]=[C:11]([C:19]3[CH2:24][CH2:23][N:22]([CH3:25])[CH2:21][CH:20]=3)[C:12]=2[C:13]2[CH:18]=[CH:17][N:16]=[CH:15][CH:14]=2)=[CH:4][CH:3]=1, predict the reactants needed to synthesize it. The reactants are: [F:1][C:2]1[CH:7]=[CH:6][C:5]([C:8]2[N:9]([Si](C(C)C)(C(C)C)C(C)C)[CH:10]=[C:11]([C:19]3(O)[CH2:24][CH2:23][N:22]([CH3:25])[CH2:21][CH2:20]3)[C:12]=2[C:13]2[CH:18]=[CH:17][N:16]=[CH:15][CH:14]=2)=[CH:4][CH:3]=1.C([SiH](CC)CC)C.FC(F)(F)C(O)=O.[F-].C([N+](CCCC)(CCCC)CCCC)CCC. (3) Given the product [O:19]1[CH2:20][CH2:21][CH2:22][CH2:23][CH:18]1[O:17][CH2:16][CH2:15][CH2:14][C:6]1([C:12]#[N:13])[CH2:5][C:4]2[C:7]1=[CH:8][C:9]([O:10][CH3:11])=[C:2]([O:1][Si:31]([CH:38]([CH3:40])[CH3:39])([CH:35]([CH3:37])[CH3:36])[CH:32]([CH3:34])[CH3:33])[CH:3]=2, predict the reactants needed to synthesize it. The reactants are: [OH:1][C:2]1[CH:3]=[C:4]2[C:7](=[CH:8][C:9]=1[O:10][CH3:11])[C:6]([CH2:14][CH2:15][CH2:16][O:17][CH:18]1[CH2:23][CH2:22][CH2:21][CH2:20][O:19]1)([C:12]#[N:13])[CH2:5]2.CCN(CC)CC.[Si:31](OS(C(F)(F)F)(=O)=O)([CH:38]([CH3:40])[CH3:39])([CH:35]([CH3:37])[CH3:36])[CH:32]([CH3:34])[CH3:33]. (4) Given the product [Cl:27][C:6]1[C:5]2[C:4](=[CH:3][C:2]([F:1])=[C:10]([F:11])[CH:9]=2)[N:12]=[C:13]2[N:17]([C:18]3[CH:23]=[CH:22][CH:21]=[CH:20][N:19]=3)[N:16]=[C:15]([CH3:24])[C:14]=12, predict the reactants needed to synthesize it. The reactants are: [F:1][C:2]1[C:10]([F:11])=[CH:9][C:5]([C:6](O)=O)=[C:4]([NH:12][C:13]2[N:17]([C:18]3[CH:23]=[CH:22][CH:21]=[CH:20][N:19]=3)[N:16]=[C:15]([CH3:24])[CH:14]=2)[CH:3]=1.P(Cl)(Cl)([Cl:27])=O. (5) Given the product [CH2:2]([O:6][C:8]1[N:16]=[C:15]2[C:11]([NH:12][CH:13]=[N:14]2)=[C:10]([NH2:17])[N:9]=1)[CH2:3][CH2:4][CH3:5], predict the reactants needed to synthesize it. The reactants are: [Na].[CH2:2]([OH:6])[CH2:3][CH2:4][CH3:5].Cl[C:8]1[N:16]=[C:15]2[C:11]([NH:12][CH:13]=[N:14]2)=[C:10]([NH2:17])[N:9]=1. (6) Given the product [Cl:20][C:21]1[CH:22]=[C:23]([S:28]([NH2:31])(=[O:30])=[O:29])[CH:24]=[N:25][C:26]=1[O:17][CH2:16][C:2]1([F:1])[CH2:3][CH2:4][C:5]2([O:8][C:9]3[CH:15]=[CH:14][CH:13]=[CH:12][C:10]=3[O:11]2)[CH2:6][CH2:7]1, predict the reactants needed to synthesize it. The reactants are: [F:1][C:2]1([CH2:16][OH:17])[CH2:7][CH2:6][C:5]2([O:11][C:10]3[CH:12]=[CH:13][CH:14]=[CH:15][C:9]=3[O:8]2)[CH2:4][CH2:3]1.[H-].[Na+].[Cl:20][C:21]1[CH:22]=[C:23]([S:28]([NH2:31])(=[O:30])=[O:29])[CH:24]=[N:25][C:26]=1Cl.[NH4+].[Cl-]. (7) The reactants are: [OH-:1].[Na+].Cl[C:4]1[CH:12]=[CH:11][N:10]=[C:9]2[C:5]=1[CH:6]=[CH:7][NH:8]2.[CH3:13]O. Given the product [CH3:13][O:1][C:4]1[CH:12]=[CH:11][N:10]=[C:9]2[C:5]=1[CH:6]=[CH:7][NH:8]2, predict the reactants needed to synthesize it.